Task: Predict the product of the given reaction.. Dataset: Forward reaction prediction with 1.9M reactions from USPTO patents (1976-2016) (1) Given the reactants Cl[C:2]1[CH:11]=[CH:10][C:9]([N+:12]([O-:14])=[O:13])=[CH:8][C:3]=1[C:4]([O:6][CH3:7])=[O:5].[C:15]1([OH:21])[CH:20]=[CH:19][CH:18]=[CH:17][CH:16]=1.C(=O)([O-])[O-].[K+].[K+], predict the reaction product. The product is: [N+:12]([C:9]1[CH:10]=[CH:11][C:2]([O:21][C:15]2[CH:20]=[CH:19][CH:18]=[CH:17][CH:16]=2)=[C:3]([CH:8]=1)[C:4]([O:6][CH3:7])=[O:5])([O-:14])=[O:13]. (2) Given the reactants [C:1]([O:5][C:6]([NH:8][C@@H:9]([CH2:21][C:22]1[CH:27]=[CH:26][C:25]([O:28]CC2C=CC=CC=2)=[C:24]([O:36]CC2C=CC=CC=2)[CH:23]=1)[C:10]([O:12][C@H:13]([CH3:20])[C@H:14]([O:16][C:17](=[O:19])[CH3:18])[CH3:15])=[O:11])=[O:7])([CH3:4])([CH3:3])[CH3:2].[H][H], predict the reaction product. The product is: [OH:36][C:24]1[CH:23]=[C:22]([CH2:21][C@H:9]([NH:8][C:6]([O:5][C:1]([CH3:2])([CH3:3])[CH3:4])=[O:7])[C:10]([O:12][C@H:13]([CH3:20])[C@H:14]([O:16][C:17](=[O:19])[CH3:18])[CH3:15])=[O:11])[CH:27]=[CH:26][C:25]=1[OH:28]. (3) Given the reactants C[O:2][C:3](=[O:25])[C:4]1[CH:9]=[CH:8][C:7]([CH:10]([O:16][C:17]2[CH:18]=[N:19][C:20]([Cl:24])=[C:21]([CH3:23])[CH:22]=2)[CH2:11][C:12]([CH3:15])([CH3:14])[CH3:13])=[CH:6][CH:5]=1.[OH-].[Na+], predict the reaction product. The product is: [Cl:24][C:20]1[N:19]=[CH:18][C:17]([O:16][CH:10]([C:7]2[CH:6]=[CH:5][C:4]([C:3]([OH:25])=[O:2])=[CH:9][CH:8]=2)[CH2:11][C:12]([CH3:13])([CH3:14])[CH3:15])=[CH:22][C:21]=1[CH3:23].